This data is from Full USPTO retrosynthesis dataset with 1.9M reactions from patents (1976-2016). The task is: Predict the reactants needed to synthesize the given product. Given the product [F:29][C:28]([F:30])([F:31])[C:27]([C:24]1[CH:25]=[CH:26][C:21]([N:8]2[CH2:9][CH2:10][N:11]([S:13]([C:16]3[S:17][CH:18]=[CH:19][CH:20]=3)(=[O:14])=[O:15])[CH2:12][C@@H:7]2[CH2:6][NH:35][CH3:34])=[CH:22][CH:23]=1)([OH:33])[CH3:32], predict the reactants needed to synthesize it. The reactants are: CS(O[CH2:6][C@H:7]1[CH2:12][N:11]([S:13]([C:16]2[S:17][CH:18]=[CH:19][CH:20]=2)(=[O:15])=[O:14])[CH2:10][CH2:9][N:8]1[C:21]1[CH:26]=[CH:25][C:24]([C:27]([OH:33])([CH3:32])[C:28]([F:31])([F:30])[F:29])=[CH:23][CH:22]=1)(=O)=O.[CH3:34][NH2:35].